From a dataset of Forward reaction prediction with 1.9M reactions from USPTO patents (1976-2016). Predict the product of the given reaction. (1) Given the reactants [CH3:1][O:2][C:3]1[CH:4]=[C:5]2[C:10](=[CH:11][C:12]=1[O:13][CH3:14])[N:9]=[CH:8][CH:7]=[C:6]2[O:15][C:16]1[C:22]([CH3:23])=[CH:21][C:19]([NH2:20])=[C:18]([CH3:24])[CH:17]=1.C1(C)C=CC=CC=1.C(N(CC)CC)C.Cl[C:40](Cl)([O:42]C(=O)OC(Cl)(Cl)Cl)Cl.[CH3:51][O:52][C:53]1[CH:54]=[C:55]([CH:59]=[CH:60][CH:61]=1)[CH:56]([OH:58])[CH3:57], predict the reaction product. The product is: [CH3:1][O:2][C:3]1[CH:4]=[C:5]2[C:10](=[CH:11][C:12]=1[O:13][CH3:14])[N:9]=[CH:8][CH:7]=[C:6]2[O:15][C:16]1[C:22]([CH3:23])=[CH:21][C:19]([NH:20][C:40](=[O:42])[O:58][CH:56]([C:55]2[CH:59]=[CH:60][CH:61]=[C:53]([O:52][CH3:51])[CH:54]=2)[CH3:57])=[C:18]([CH3:24])[CH:17]=1. (2) Given the reactants [Br:1][C:2]1[CH:11]=[C:10]2[C:5]([CH:6]=[CH:7][CH:8]=[C:9]2[CH3:12])=[CH:4][CH:3]=1.[Br:13]N1C(=O)CCC1=O, predict the reaction product. The product is: [Br:1][C:2]1[CH:11]=[C:10]2[C:5]([CH:6]=[CH:7][CH:8]=[C:9]2[CH2:12][Br:13])=[CH:4][CH:3]=1.